From a dataset of Catalyst prediction with 721,799 reactions and 888 catalyst types from USPTO. Predict which catalyst facilitates the given reaction. Product: [Br:8][C:9]1[CH:14]=[CH:13][C:12]([S:15]([C:2]2[CH:7]=[CH:6][CH:5]=[CH:4][N:3]=2)(=[O:17])=[O:16])=[CH:11][CH:10]=1. The catalyst class is: 156. Reactant: Br[C:2]1[CH:7]=[CH:6][CH:5]=[CH:4][N:3]=1.[Br:8][C:9]1[CH:14]=[CH:13][C:12]([S:15]([O-:17])=[O:16])=[CH:11][CH:10]=1.[Na+].